Dataset: Catalyst prediction with 721,799 reactions and 888 catalyst types from USPTO. Task: Predict which catalyst facilitates the given reaction. (1) Reactant: [OH:1][C:2]1[C:9]([OH:10])=[CH:8][CH:7]=[CH:6][C:3]=1[CH:4]=[O:5].[H-].[Na+].[CH3:13]I. Product: [OH:10][C:9]1[C:2]([O:1][CH3:13])=[C:3]([CH:6]=[CH:7][CH:8]=1)[CH:4]=[O:5]. The catalyst class is: 16. (2) Reactant: [F:1][C:2]1[CH:7]=[CH:6][CH:5]=[CH:4][C:3]=1[CH2:8][CH2:9][O:10][C:11]1[CH:16]=[CH:15][C:14]([C:17](=[O:27])[CH2:18][CH2:19][C:20]([O:22]C(C)(C)C)=[O:21])=[CH:13][CH:12]=1.FC(F)(F)C(O)=O. Product: [F:1][C:2]1[CH:7]=[CH:6][CH:5]=[CH:4][C:3]=1[CH2:8][CH2:9][O:10][C:11]1[CH:12]=[CH:13][C:14]([C:17](=[O:27])[CH2:18][CH2:19][C:20]([OH:22])=[O:21])=[CH:15][CH:16]=1. The catalyst class is: 4. (3) Reactant: [NH2:1][C:2]1[C:10]([NH2:11])=[CH:9][CH:8]=[CH:7][C:3]=1[C:4]([OH:6])=[O:5].[F:12][C:13]([F:23])([F:22])[C:14]1[CH:21]=[CH:20][CH:19]=[CH:18][C:15]=1[CH:16]=O.S(S([O-])=O)([O-])(=O)=O.[Na+].[Na+]. Product: [F:12][C:13]([F:22])([F:23])[C:14]1[CH:21]=[CH:20][CH:19]=[CH:18][C:15]=1[C:16]1[NH:11][C:10]2[CH:9]=[CH:8][CH:7]=[C:3]([C:4]([OH:6])=[O:5])[C:2]=2[N:1]=1. The catalyst class is: 18. (4) Reactant: [Cl:1][C:2]1[N:3]=[C:4]([N:14]2[CH2:19][CH2:18][O:17][CH2:16][CH2:15]2)[C:5]2[S:10][C:9]([CH:11]=O)=[C:8]([CH3:13])[C:6]=2[N:7]=1.C(O)(=O)C(O)=O.[OH:26][C@@H:27]([CH3:36])[C:28]([N:30]1[CH2:35][CH2:34][NH:33][CH2:32][CH2:31]1)=[O:29].CN1CCOCC1.COC(OC)OC.B.C(C1C=CC(C)=NC=1)C. Product: [Cl:1][C:2]1[N:3]=[C:4]([N:14]2[CH2:19][CH2:18][O:17][CH2:16][CH2:15]2)[C:5]2[S:10][C:9]([CH2:11][N:33]3[CH2:32][CH2:31][N:30]([C:28](=[O:29])[C@@H:27]([OH:26])[CH3:36])[CH2:35][CH2:34]3)=[C:8]([CH3:13])[C:6]=2[N:7]=1. The catalyst class is: 5. (5) The catalyst class is: 20. Product: [F:34][C:32]1[CH:33]=[C:28]([S:25]([C:22]2[CH:21]=[CH:20][C:19]([C:16]3[C:15]4[C:10](=[CH:11][CH:12]=[C:13]([F:36])[CH:14]=4)[CH:9]=[C:8]([CH2:7][C:6]([OH:37])=[O:5])[C:17]=3[CH3:18])=[CH:24][CH:23]=2)(=[O:27])=[O:26])[CH:29]=[C:30]([F:35])[CH:31]=1. Reactant: O.[OH-].[Li+].C[O:5][C:6](=[O:37])[CH2:7][C:8]1[C:17]([CH3:18])=[C:16]([C:19]2[CH:24]=[CH:23][C:22]([S:25]([C:28]3[CH:33]=[C:32]([F:34])[CH:31]=[C:30]([F:35])[CH:29]=3)(=[O:27])=[O:26])=[CH:21][CH:20]=2)[C:15]2[C:10](=[CH:11][CH:12]=[C:13]([F:36])[CH:14]=2)[CH:9]=1. (6) Reactant: [CH3:1][C:2]1([CH3:9])[CH:7]2[CH:3]1[CH2:4][O:5][C:6]2=[O:8].OC[C@H]1[C@H](C(O)=O)C1(C)C. Product: [CH3:1][C:2]1([CH3:9])[C@H:7]2[C@@H:3]1[CH2:4][O:5][C:6]2=[O:8]. The catalyst class is: 11.